The task is: Predict which catalyst facilitates the given reaction.. This data is from Catalyst prediction with 721,799 reactions and 888 catalyst types from USPTO. (1) Reactant: [C:1]([O:5][C:6]([NH:8][C:9]1[CH:10]=[C:11]([CH:15]=[C:16]([O:18][CH3:19])[CH:17]=1)[C:12]([OH:14])=[O:13])=[O:7])([CH3:4])([CH3:3])[CH3:2].C([O-])([O-])=O.[Cs+].[Cs+].[CH2:26](I)[CH3:27]. Product: [C:1]([O:5][C:6]([NH:8][C:9]1[CH:10]=[C:11]([CH:15]=[C:16]([O:18][CH3:19])[CH:17]=1)[C:12]([O:14][CH2:26][CH3:27])=[O:13])=[O:7])([CH3:4])([CH3:3])[CH3:2]. The catalyst class is: 31. (2) Reactant: C(O[C:6]([N:8]1[CH2:12][CH2:11][CH2:10][CH:9]1[CH:13]([OH:15])[CH3:14])=O)(C)(C)C.C(O)(C(F)(F)F)=O.[N+:23]([C:26]1[CH:33]=[CH:32][C:29](CBr)=[CH:28][CH:27]=1)([O-:25])=[O:24].C([O-])([O-])=O.[K+].[K+]. Product: [N+:23]([C:26]1[CH:33]=[CH:32][C:29]([CH2:6][N:8]2[CH2:12][CH2:11][CH2:10][CH:9]2[CH:13]([OH:15])[CH3:14])=[CH:28][CH:27]=1)([O-:25])=[O:24]. The catalyst class is: 2. (3) Reactant: [Cl:1][C:2]1[N:3]=[C:4](Cl)[C:5]2[S:10][CH:9]=[CH:8][C:6]=2[N:7]=1.C([O-])([O-])=O.[K+].[K+].[CH3:18][N:19]1[CH2:24][CH2:23][NH:22][CH2:21][CH2:20]1. Product: [Cl:1][C:2]1[N:3]=[C:4]([N:22]2[CH2:23][CH2:24][N:19]([CH3:18])[CH2:20][CH2:21]2)[C:5]2[S:10][CH:9]=[CH:8][C:6]=2[N:7]=1. The catalyst class is: 14. (4) Reactant: [I:1][C:2]1[CH:7]=[CH:6][C:5]([CH2:8][C:9]([OH:11])=[O:10])=[CH:4][CH:3]=1.Cl.[CH3:13]O. Product: [I:1][C:2]1[CH:3]=[CH:4][C:5]([CH2:8][C:9]([O:11][CH3:13])=[O:10])=[CH:6][CH:7]=1. The catalyst class is: 12.